Dataset: Retrosynthesis with 50K atom-mapped reactions and 10 reaction types from USPTO. Task: Predict the reactants needed to synthesize the given product. (1) The reactants are: CNCC(OC)OC.O=C(O)CNC(=O)OCc1ccccc1. Given the product COC(CN(C)C(=O)CNC(=O)OCc1ccccc1)OC, predict the reactants needed to synthesize it. (2) Given the product CNC(=O)c1cc(OC)cc(CCC(=O)OC)n1, predict the reactants needed to synthesize it. The reactants are: CNC(=O)c1cc(OC)cc(/C=C/C(=O)OC)n1. (3) Given the product COc1ccc(Oc2ncc(-c3ccc(C(C)N)cc3)s2)cc1, predict the reactants needed to synthesize it. The reactants are: COc1ccc(Oc2ncc(-c3ccc(C(C)N4C(=O)c5ccccc5C4=O)cc3)s2)cc1. (4) The reactants are: COC(=O)C1Cc2ccc(OC)cc2N1C1(Cc2cccc(Cl)c2)C(=O)Nc2cc(Cl)ccc21. Given the product COc1ccc2c(c1)N(C1(Cc3cccc(Cl)c3)C(=O)Nc3cc(Cl)ccc31)C(C(=O)O)C2, predict the reactants needed to synthesize it. (5) Given the product Cc1ccc(S(=O)(=O)N[C@@H](Cc2ccc(OCCCC(=O)NC3=NCCCN3)cc2)C(=O)O)cc1, predict the reactants needed to synthesize it. The reactants are: Cc1ccc(S(=O)(=O)N[C@@H](Cc2ccc(OCCCC(=O)NC3=NCCCN3)cc2)C(=O)OC(C)(C)C)cc1. (6) Given the product COC(=O)CCCCCOc1ccc2nc(SCc3ccccc3)n(-c3ccc(C)cc3)c2c1, predict the reactants needed to synthesize it. The reactants are: BrCc1ccccc1.COC(=O)CCCCCOc1ccc2nc(S)n(-c3ccc(C)cc3)c2c1. (7) Given the product OC1CCCC(Nc2ccc3ncc(-c4ccnc(C5=CCCC5)c4)n3c2)C1, predict the reactants needed to synthesize it. The reactants are: OB(O)C1=CCCC1.OC1CCCC(Nc2ccc3ncc(-c4ccnc(Cl)c4)n3c2)C1.